This data is from NCI-60 drug combinations with 297,098 pairs across 59 cell lines. The task is: Regression. Given two drug SMILES strings and cell line genomic features, predict the synergy score measuring deviation from expected non-interaction effect. Drug 1: CNC(=O)C1=CC=CC=C1SC2=CC3=C(C=C2)C(=NN3)C=CC4=CC=CC=N4. Drug 2: C1=CC(=CC=C1CCCC(=O)O)N(CCCl)CCCl. Cell line: HCC-2998. Synergy scores: CSS=4.11, Synergy_ZIP=-4.83, Synergy_Bliss=-11.0, Synergy_Loewe=-10.6, Synergy_HSA=-9.34.